This data is from NCI-60 drug combinations with 297,098 pairs across 59 cell lines. The task is: Regression. Given two drug SMILES strings and cell line genomic features, predict the synergy score measuring deviation from expected non-interaction effect. (1) Drug 2: CC1C(C(CC(O1)OC2CC(CC3=C2C(=C4C(=C3O)C(=O)C5=C(C4=O)C(=CC=C5)OC)O)(C(=O)CO)O)N)O.Cl. Cell line: A498. Synergy scores: CSS=53.7, Synergy_ZIP=1.96, Synergy_Bliss=3.05, Synergy_Loewe=0.938, Synergy_HSA=4.81. Drug 1: CC1C(C(CC(O1)OC2CC(CC3=C2C(=C4C(=C3O)C(=O)C5=C(C4=O)C(=CC=C5)OC)O)(C(=O)C)O)N)O.Cl. (2) Drug 1: CNC(=O)C1=CC=CC=C1SC2=CC3=C(C=C2)C(=NN3)C=CC4=CC=CC=N4. Drug 2: CC1=C(C(=O)C2=C(C1=O)N3CC4C(C3(C2COC(=O)N)OC)N4)N. Cell line: HOP-92. Synergy scores: CSS=11.6, Synergy_ZIP=0.543, Synergy_Bliss=5.76, Synergy_Loewe=-4.43, Synergy_HSA=2.65. (3) Drug 1: CCC1(CC2CC(C3=C(CCN(C2)C1)C4=CC=CC=C4N3)(C5=C(C=C6C(=C5)C78CCN9C7C(C=CC9)(C(C(C8N6C)(C(=O)OC)O)OC(=O)C)CC)OC)C(=O)OC)O.OS(=O)(=O)O. Drug 2: CC1=C(C=C(C=C1)C(=O)NC2=CC(=CC(=C2)C(F)(F)F)N3C=C(N=C3)C)NC4=NC=CC(=N4)C5=CN=CC=C5. Cell line: T-47D. Synergy scores: CSS=3.86, Synergy_ZIP=-0.0944, Synergy_Bliss=2.81, Synergy_Loewe=1.18, Synergy_HSA=0.563.